From a dataset of Full USPTO retrosynthesis dataset with 1.9M reactions from patents (1976-2016). Predict the reactants needed to synthesize the given product. (1) Given the product [CH:11]([C:2]1[CH:7]=[CH:6][CH:5]=[CH:4][C:3]=1[NH2:8])=[CH2:12], predict the reactants needed to synthesize it. The reactants are: Br[C:2]1[CH:7]=[CH:6][CH:5]=[CH:4][C:3]=1[N+:8]([O-])=O.[CH:11](B(O)O)=[CH2:12]. (2) Given the product [F:15][C:16]1[CH:22]=[C:21]([C:5]2[C:6]([C:11]([F:14])([F:13])[F:12])=[N:7][N:8]([CH3:10])[CH:9]=2)[CH:20]=[CH:19][C:17]=1[NH2:18], predict the reactants needed to synthesize it. The reactants are: ClCCl.Br[C:5]1[C:6]([C:11]([F:14])([F:13])[F:12])=[N:7][N:8]([CH3:10])[CH:9]=1.[F:15][C:16]1[CH:22]=[C:21](B2OC(C)(C)C(C)(C)O2)[CH:20]=[CH:19][C:17]=1[NH2:18].C([O-])([O-])=O.[Na+].[Na+]. (3) Given the product [C:1]([O:5][C:6](=[O:33])[N:7]([CH:9]([CH3:32])[C:10]([NH:12][C:13]1[CH:18]=[CH:17][C:16]([C:40]2[C:39]([CH3:50])=[CH:38][N:37]=[CH:36][C:35]=2[CH3:34])=[C:15]([C:20]#[C:21][Si:22]([CH:29]([CH3:31])[CH3:30])([CH:26]([CH3:28])[CH3:27])[CH:23]([CH3:25])[CH3:24])[N:14]=1)=[O:11])[CH3:8])([CH3:4])([CH3:3])[CH3:2], predict the reactants needed to synthesize it. The reactants are: [C:1]([O:5][C:6](=[O:33])[N:7]([CH:9]([CH3:32])[C:10]([NH:12][C:13]1[CH:18]=[CH:17][C:16](Br)=[C:15]([C:20]#[C:21][Si:22]([CH:29]([CH3:31])[CH3:30])([CH:26]([CH3:28])[CH3:27])[CH:23]([CH3:25])[CH3:24])[N:14]=1)=[O:11])[CH3:8])([CH3:4])([CH3:3])[CH3:2].[CH3:34][C:35]1[CH:36]=[N:37][CH:38]=[C:39]([CH3:50])[C:40]=1B1OC(C)(C)C(C)(C)O1.C([O-])([O-])=O.[Na+].[Na+].O1CCOCC1. (4) The reactants are: [H-].[Na+].[CH3:3][CH:4]([C:9]([O:11][CH3:12])=[O:10])[C:5]([O:7][CH3:8])=[O:6].C1C=CC(S(N(S(C2C=CC=CC=2)(=O)=O)[F:23])(=O)=O)=CC=1. Given the product [F:23][C:4]([CH3:3])([C:9]([O:11][CH3:12])=[O:10])[C:5]([O:7][CH3:8])=[O:6], predict the reactants needed to synthesize it.